From a dataset of Forward reaction prediction with 1.9M reactions from USPTO patents (1976-2016). Predict the product of the given reaction. Given the reactants [C:1]([N:5]1[C:9]([C:10]2[CH:15]=[CH:14][C:13]([CH3:16])=[CH:12][CH:11]=2)=[CH:8][C:7]([CH2:17][CH2:18][CH:19]=O)=[N:6]1)([CH3:4])([CH3:3])[CH3:2].[CH3:21][C:22]1[CH:27]=[C:26]([CH3:28])[CH:25]=[CH:24][C:23]=1[N:29]1[CH2:34][CH2:33][NH:32][CH2:31][CH2:30]1.CCN(C(C)C)C(C)C.[BH-](OC(C)=O)(OC(C)=O)OC(C)=O.[Na+], predict the reaction product. The product is: [C:1]([N:5]1[C:9]([C:10]2[CH:15]=[CH:14][C:13]([CH3:16])=[CH:12][CH:11]=2)=[CH:8][C:7]([CH2:17][CH2:18][CH2:19][N:32]2[CH2:33][CH2:34][N:29]([C:23]3[CH:24]=[CH:25][C:26]([CH3:28])=[CH:27][C:22]=3[CH3:21])[CH2:30][CH2:31]2)=[N:6]1)([CH3:4])([CH3:3])[CH3:2].